Dataset: Peptide-MHC class II binding affinity with 134,281 pairs from IEDB. Task: Regression. Given a peptide amino acid sequence and an MHC pseudo amino acid sequence, predict their binding affinity value. This is MHC class II binding data. (1) The peptide sequence is LTIKGLNPTAIFLTT. The MHC is DRB1_1302 with pseudo-sequence DRB1_1302. The binding affinity (normalized) is 0.862. (2) The peptide sequence is VNYWFAPGAAAAPLS. The MHC is DRB3_0101 with pseudo-sequence DRB3_0101. The binding affinity (normalized) is 0.226. (3) The peptide sequence is SRSFLKHSLLRTQRL. The MHC is DRB1_1201 with pseudo-sequence DRB1_1201. The binding affinity (normalized) is 0.342.